Dataset: NCI-60 drug combinations with 297,098 pairs across 59 cell lines. Task: Regression. Given two drug SMILES strings and cell line genomic features, predict the synergy score measuring deviation from expected non-interaction effect. (1) Drug 1: C1CC(C1)(C(=O)O)C(=O)O.[NH2-].[NH2-].[Pt+2]. Drug 2: CC12CCC3C(C1CCC2OP(=O)(O)O)CCC4=C3C=CC(=C4)OC(=O)N(CCCl)CCCl.[Na+]. Cell line: SW-620. Synergy scores: CSS=9.17, Synergy_ZIP=-3.25, Synergy_Bliss=-1.14, Synergy_Loewe=-1.74, Synergy_HSA=-1.95. (2) Drug 1: CC12CCC(CC1=CCC3C2CCC4(C3CC=C4C5=CN=CC=C5)C)O. Drug 2: CC1CCCC2(C(O2)CC(NC(=O)CC(C(C(=O)C(C1O)C)(C)C)O)C(=CC3=CSC(=N3)C)C)C. Cell line: SF-295. Synergy scores: CSS=11.6, Synergy_ZIP=-1.40, Synergy_Bliss=-0.496, Synergy_Loewe=2.91, Synergy_HSA=1.18. (3) Drug 1: CCCCCOC(=O)NC1=NC(=O)N(C=C1F)C2C(C(C(O2)C)O)O. Drug 2: C(CC(=O)O)C(=O)CN.Cl. Cell line: NCI-H322M. Synergy scores: CSS=14.7, Synergy_ZIP=-2.15, Synergy_Bliss=4.60, Synergy_Loewe=-0.175, Synergy_HSA=0.520. (4) Drug 1: CC1OCC2C(O1)C(C(C(O2)OC3C4COC(=O)C4C(C5=CC6=C(C=C35)OCO6)C7=CC(=C(C(=C7)OC)O)OC)O)O. Drug 2: C1CNP(=O)(OC1)N(CCCl)CCCl. Cell line: CAKI-1. Synergy scores: CSS=43.0, Synergy_ZIP=4.72, Synergy_Bliss=4.69, Synergy_Loewe=-44.7, Synergy_HSA=0.814.